This data is from NCI-60 drug combinations with 297,098 pairs across 59 cell lines. The task is: Regression. Given two drug SMILES strings and cell line genomic features, predict the synergy score measuring deviation from expected non-interaction effect. (1) Drug 1: CC1OCC2C(O1)C(C(C(O2)OC3C4COC(=O)C4C(C5=CC6=C(C=C35)OCO6)C7=CC(=C(C(=C7)OC)O)OC)O)O. Drug 2: C(CN)CNCCSP(=O)(O)O. Cell line: HCC-2998. Synergy scores: CSS=19.8, Synergy_ZIP=-5.57, Synergy_Bliss=-2.94, Synergy_Loewe=-30.9, Synergy_HSA=-3.74. (2) Drug 1: C1=NC2=C(N1)C(=S)N=C(N2)N. Cell line: HCT116. Drug 2: C#CCC(CC1=CN=C2C(=N1)C(=NC(=N2)N)N)C3=CC=C(C=C3)C(=O)NC(CCC(=O)O)C(=O)O. Synergy scores: CSS=41.8, Synergy_ZIP=-6.19, Synergy_Bliss=-9.12, Synergy_Loewe=-5.87, Synergy_HSA=-5.29. (3) Drug 1: CC(CN1CC(=O)NC(=O)C1)N2CC(=O)NC(=O)C2. Drug 2: C1=C(C(=O)NC(=O)N1)F. Cell line: SF-268. Synergy scores: CSS=39.7, Synergy_ZIP=13.2, Synergy_Bliss=13.3, Synergy_Loewe=14.6, Synergy_HSA=16.1. (4) Drug 1: CCN(CC)CCCC(C)NC1=C2C=C(C=CC2=NC3=C1C=CC(=C3)Cl)OC. Drug 2: CC1C(C(CC(O1)OC2CC(CC3=C2C(=C4C(=C3O)C(=O)C5=CC=CC=C5C4=O)O)(C(=O)C)O)N)O. Cell line: U251. Synergy scores: CSS=35.9, Synergy_ZIP=-6.69, Synergy_Bliss=-10.4, Synergy_Loewe=-19.5, Synergy_HSA=-7.76. (5) Drug 1: CC1C(C(CC(O1)OC2CC(CC3=C2C(=C4C(=C3O)C(=O)C5=C(C4=O)C(=CC=C5)OC)O)(C(=O)C)O)N)O.Cl. Drug 2: CC12CCC3C(C1CCC2O)C(CC4=C3C=CC(=C4)O)CCCCCCCCCS(=O)CCCC(C(F)(F)F)(F)F. Cell line: SK-MEL-5. Synergy scores: CSS=5.67, Synergy_ZIP=-4.74, Synergy_Bliss=-3.46, Synergy_Loewe=-6.88, Synergy_HSA=-6.88. (6) Drug 1: CC1=C(C=C(C=C1)NC(=O)C2=CC=C(C=C2)CN3CCN(CC3)C)NC4=NC=CC(=N4)C5=CN=CC=C5. Drug 2: CC(C)NC(=O)C1=CC=C(C=C1)CNNC.Cl. Cell line: TK-10. Synergy scores: CSS=-7.89, Synergy_ZIP=13.6, Synergy_Bliss=0.646, Synergy_Loewe=-8.70, Synergy_HSA=-7.82. (7) Drug 1: C1=CC=C(C(=C1)C(C2=CC=C(C=C2)Cl)C(Cl)Cl)Cl. Drug 2: CC1=C(C=C(C=C1)C(=O)NC2=CC(=CC(=C2)C(F)(F)F)N3C=C(N=C3)C)NC4=NC=CC(=N4)C5=CN=CC=C5. Cell line: HCT-15. Synergy scores: CSS=-0.428, Synergy_ZIP=3.37, Synergy_Bliss=3.93, Synergy_Loewe=0.616, Synergy_HSA=-0.307.